Dataset: Forward reaction prediction with 1.9M reactions from USPTO patents (1976-2016). Task: Predict the product of the given reaction. (1) Given the reactants [C:1]([C:4]1[CH:5]=[N:6][CH:7]=[CH:8][C:9]=1[CH2:10][CH:11]1[CH2:19][C:18]2[C:13](=[CH:14][C:15]([O:22][CH3:23])=[C:16]([O:20][CH3:21])[CH:17]=2)[C:12]1=[O:24])(=[O:3])[CH3:2].[CH2:25]([Br:32])[C:26]1[CH:31]=[CH:30][CH:29]=[CH:28][CH:27]=1, predict the reaction product. The product is: [Br-:32].[C:1]([C:4]1[CH:5]=[N+:6]([CH2:25][C:26]2[CH:31]=[CH:30][CH:29]=[CH:28][CH:27]=2)[CH:7]=[CH:8][C:9]=1[CH2:10][CH:11]1[CH2:19][C:18]2[C:13](=[CH:14][C:15]([O:22][CH3:23])=[C:16]([O:20][CH3:21])[CH:17]=2)[C:12]1=[O:24])(=[O:3])[CH3:2]. (2) Given the reactants [CH3:1][S:2]([O:5][CH2:6][CH3:7])(=[O:4])=[O:3].[Li+].CCC[CH2-].[P:13](Cl)(=[O:20])([O:17][CH2:18][CH3:19])[O:14][CH2:15][CH3:16], predict the reaction product. The product is: [CH2:15]([O:14][P:13]([CH2:1][S:2]([O:5][CH2:6][CH3:7])(=[O:4])=[O:3])([O:17][CH2:18][CH3:19])=[O:20])[CH3:16]. (3) Given the reactants [NH2:1][C:2]1[S:3][CH:4]=[C:5]([CH2:7][C:8]([O:10][CH2:11][CH3:12])=[O:9])[N:6]=1.[Cl:13][C:14]1[CH:19]=[C:18]([Cl:20])[CH:17]=[CH:16][C:15]=1[S:21](Cl)(=[O:23])=[O:22], predict the reaction product. The product is: [Cl:13][C:14]1[CH:19]=[C:18]([Cl:20])[CH:17]=[CH:16][C:15]=1[S:21]([NH:1][C:2]1[S:3][CH:4]=[C:5]([CH2:7][C:8]([O:10][CH2:11][CH3:12])=[O:9])[N:6]=1)(=[O:23])=[O:22].